Task: Predict the product of the given reaction.. Dataset: Forward reaction prediction with 1.9M reactions from USPTO patents (1976-2016) (1) Given the reactants [Cl:1][C:2]1[CH:3]=[C:4]([C:12]2[N:17]=[CH:16][C:15]([C:18]3[C:19]([CH2:32][CH3:33])=[C:20]([CH2:24][CH2:25][CH2:26][C:27]([O:29]CC)=[O:28])[CH:21]=[CH:22][CH:23]=3)=[CH:14][N:13]=2)[CH:5]=[CH:6][C:7]=1[O:8][CH:9]([CH3:11])[CH3:10].[OH-].[Na+], predict the reaction product. The product is: [Cl:1][C:2]1[CH:3]=[C:4]([C:12]2[N:13]=[CH:14][C:15]([C:18]3[C:19]([CH2:32][CH3:33])=[C:20]([CH2:24][CH2:25][CH2:26][C:27]([OH:29])=[O:28])[CH:21]=[CH:22][CH:23]=3)=[CH:16][N:17]=2)[CH:5]=[CH:6][C:7]=1[O:8][CH:9]([CH3:11])[CH3:10]. (2) Given the reactants [H-].[Na+].[F:3][C:4]1[CH:9]=[CH:8][CH:7]=[CH:6][C:5]=1[OH:10].Cl[C:12]1[N:13]=[CH:14][C:15]2[N:20]=[C:19]([C:21]3[CH:26]=[C:25]([CH3:27])[C:24]([O:28][CH3:29])=[C:23]([CH3:30])[CH:22]=3)[O:18][C:16]=2[N:17]=1, predict the reaction product. The product is: [F:3][C:4]1[CH:9]=[CH:8][CH:7]=[CH:6][C:5]=1[O:10][C:12]1[N:13]=[CH:14][C:15]2[N:20]=[C:19]([C:21]3[CH:22]=[C:23]([CH3:30])[C:24]([O:28][CH3:29])=[C:25]([CH3:27])[CH:26]=3)[O:18][C:16]=2[N:17]=1.